Task: Predict which catalyst facilitates the given reaction.. Dataset: Catalyst prediction with 721,799 reactions and 888 catalyst types from USPTO (1) Reactant: [CH:1]([C:4]1[CH:9]=[CH:8][C:7]([C:10]2[NH:14][C:13]([C:15]3[CH:16]=[C:17]([CH:22]=[CH:23][CH:24]=3)[C:18]([O:20]C)=[O:19])=[CH:12][N:11]=2)=[CH:6][CH:5]=1)([CH3:3])[CH3:2].O[Li].O.C(O)(=O)C. Product: [CH:1]([C:4]1[CH:5]=[CH:6][C:7]([C:10]2[NH:14][C:13]([C:15]3[CH:16]=[C:17]([CH:22]=[CH:23][CH:24]=3)[C:18]([OH:20])=[O:19])=[CH:12][N:11]=2)=[CH:8][CH:9]=1)([CH3:3])[CH3:2]. The catalyst class is: 5. (2) Reactant: [C:1]1([C:24]2[CH:29]=[CH:28][CH:27]=[CH:26][CH:25]=2)[CH:6]=[CH:5][C:4]([CH2:7][N:8]2[C:17]3[C:12](=[CH:13][CH:14]=[CH:15][CH:16]=3)[C:11](=S)[C:10]([C:19]([O:21]CC)=O)=[CH:9]2)=[CH:3][CH:2]=1.[C:30]1([NH:36][NH2:37])[CH:35]=[CH:34][CH:33]=[CH:32][CH:31]=1.C(OC(OC(OC(C)(C)C)=O)=O)(C)(C)C. Product: [C:1]1([C:24]2[CH:25]=[CH:26][CH:27]=[CH:28][CH:29]=2)[CH:2]=[CH:3][C:4]([CH2:7][N:8]2[C:17]3[CH:16]=[CH:15][CH:14]=[CH:13][C:12]=3[C:11]3=[N:37][N:36]([C:30]4[CH:35]=[CH:34][CH:33]=[CH:32][CH:31]=4)[C:19](=[O:21])[C:10]3=[CH:9]2)=[CH:5][CH:6]=1. The catalyst class is: 8. (3) Reactant: [Cl:1][C:2]1[N:7]=[C:6](Cl)[C:5]([C:9]([F:12])([F:11])[F:10])=[CH:4][N:3]=1.[CH2:13]([N:15](CC)CC)C.CN. Product: [Cl:1][C:2]1[N:7]=[C:6]([NH:15][CH3:13])[C:5]([C:9]([F:12])([F:11])[F:10])=[CH:4][N:3]=1. The catalyst class is: 5. (4) Reactant: C([N-]C(C)C)(C)C.[Li+].[C:9]([N:12]1[CH2:17][CH2:16][O:15][CH2:14][CH2:13]1)(=[O:11])[CH3:10].[Br:18][C:19]1[C:20]([OH:28])=[C:21]([C:24](OC)=[O:25])[S:22][CH:23]=1. Product: [Br:18][C:19]1[C:20]([OH:28])=[C:21]([C:24](=[O:25])[CH2:10][C:9]([N:12]2[CH2:17][CH2:16][O:15][CH2:14][CH2:13]2)=[O:11])[S:22][CH:23]=1. The catalyst class is: 7.